Dataset: Forward reaction prediction with 1.9M reactions from USPTO patents (1976-2016). Task: Predict the product of the given reaction. (1) Given the reactants C(C1OC=CC=1)(=O)C.[C:9]([C:12]1[S:13][CH:14]=[CH:15][CH:16]=1)(=[O:11])[CH3:10].ClC1C=CC(CN2C3C(=CC(F)=CC=3)C(=O)C2=O)=CC=1.[O:37]1[C:41]2[CH:42]=[CH:43][C:44]([CH2:46][N:47]3[C:55]4[C:50](=[CH:51][CH:52]=[CH:53][CH:54]=4)[C:49](=[O:56])[C:48]3=[O:57])=[CH:45][C:40]=2[O:39][CH2:38]1, predict the reaction product. The product is: [O:37]1[C:41]2[CH:42]=[CH:43][C:44]([CH2:46][N:47]3[C:55]4[C:50](=[CH:51][CH:52]=[CH:53][CH:54]=4)[C:49]([OH:56])([CH2:10][C:9](=[O:11])[C:12]4[S:13][CH:14]=[CH:15][CH:16]=4)[C:48]3=[O:57])=[CH:45][C:40]=2[O:39][CH2:38]1. (2) Given the reactants [H-].COCCO[Al+]OCCOC.[Na+].[H-].C([O:17][C:18]([C:20]1[N:21]=[C:22]([C:29]2[CH:34]=[C:33]([O:35][C:36]3[CH:57]=[CH:56][C:39]4[N:40]([CH3:55])[C:41]([NH:43][C:44]5[CH:49]=[C:48]([C:50]([F:53])([F:52])[F:51])[CH:47]=[CH:46][C:45]=5[F:54])=[N:42][C:38]=4[CH:37]=3)[CH:32]=[CH:31][N:30]=2)[NH:23][C:24]=1[C:25]([F:28])([F:27])[F:26])=O)C, predict the reaction product. The product is: [F:54][C:45]1[CH:46]=[CH:47][C:48]([C:50]([F:53])([F:52])[F:51])=[CH:49][C:44]=1[NH:43][C:41]1[N:40]([CH3:55])[C:39]2[CH:56]=[CH:57][C:36]([O:35][C:33]3[CH:32]=[CH:31][N:30]=[C:29]([C:22]4[NH:23][C:24]([C:25]([F:28])([F:26])[F:27])=[C:20]([CH2:18][OH:17])[N:21]=4)[CH:34]=3)=[CH:37][C:38]=2[N:42]=1. (3) Given the reactants C[O:2][C:3](=[O:34])[CH:4]([O:29][CH2:30][CH2:31][O:32][CH3:33])[CH2:5][C:6]1[CH:11]=[CH:10][C:9]([O:12][CH2:13][CH2:14][C:15]2[CH:20]=[CH:19][C:18]([NH:21][C:22]([O:24][C:25]([CH3:28])([CH3:27])[CH3:26])=[O:23])=[CH:17][CH:16]=2)=[CH:8][CH:7]=1.[OH-].[Li+], predict the reaction product. The product is: [C:25]([O:24][C:22]([NH:21][C:18]1[CH:17]=[CH:16][C:15]([CH2:14][CH2:13][O:12][C:9]2[CH:8]=[CH:7][C:6]([CH2:5][CH:4]([O:29][CH2:30][CH2:31][O:32][CH3:33])[C:3]([OH:34])=[O:2])=[CH:11][CH:10]=2)=[CH:20][CH:19]=1)=[O:23])([CH3:26])([CH3:27])[CH3:28]. (4) Given the reactants [NH:1]1[C:5]2[CH:6]=[CH:7][C:8]([C:10]([OH:12])=[O:11])=[CH:9][C:4]=2[N:3]=[N:2]1.S(=O)(=O)(O)O.[CH2:18](O)[CH3:19], predict the reaction product. The product is: [CH2:18]([O:11][C:10]([C:8]1[CH:7]=[CH:6][C:5]2[NH:1][N:2]=[N:3][C:4]=2[CH:9]=1)=[O:12])[CH3:19]. (5) Given the reactants [Br:1][C:2]1[CH:3]=[C:4]2[C:8](=[C:9]([CH:11]([O:13][CH2:14][C:15]3([C:21]4[CH:26]=[CH:25][C:24]([F:27])=[CH:23][CH:22]=4)[CH2:20][CH2:19][NH:18][CH2:17][CH2:16]3)[CH3:12])[CH:10]=1)[NH:7][N:6]=[CH:5]2.[C:28]([BH3-])#N.[Na+].C=O.O.C(OCC)C, predict the reaction product. The product is: [Br:1][C:2]1[CH:3]=[C:4]2[C:8](=[C:9]([CH:11]([O:13][CH2:14][C:15]3([C:21]4[CH:26]=[CH:25][C:24]([F:27])=[CH:23][CH:22]=4)[CH2:20][CH2:19][N:18]([CH3:28])[CH2:17][CH2:16]3)[CH3:12])[CH:10]=1)[NH:7][N:6]=[CH:5]2. (6) The product is: [ClH:39].[NH2:32][CH:33]1[CH2:38][CH2:37][N:36]([C:16]2[N:17]=[C:12]([NH:11][C:5]3[CH:4]=[C:3]([O:2][CH3:1])[CH:8]=[C:7]([O:9][CH3:10])[CH:6]=3)[C:13]3[C:23](=[O:24])[NH:22][CH:21]=[CH:20][C:14]=3[N:15]=2)[CH2:35][CH2:34]1. Given the reactants [CH3:1][O:2][C:3]1[CH:4]=[C:5]([NH:11][C:12]2[C:13]3[C:23](=[O:24])[NH:22][CH:21]=[CH:20][C:14]=3[N:15]=[C:16](SC)[N:17]=2)[CH:6]=[C:7]([O:9][CH3:10])[CH:8]=1.C([NH:32][CH:33]1[CH2:38][CH2:37][NH:36][CH2:35][CH2:34]1)(OC(C)(C)C)=O.[ClH:39], predict the reaction product. (7) Given the reactants [Cl:1][C:2]1[N:3]=[N:4][C:5]([Cl:9])=[CH:6][C:7]=1Cl.[NH:10]1[CH2:15][CH2:14][O:13][CH2:12][CH2:11]1, predict the reaction product. The product is: [Cl:1][C:2]1[N:3]=[N:4][C:5]([Cl:9])=[CH:6][C:7]=1[N:10]1[CH2:15][CH2:14][O:13][CH2:12][CH2:11]1.